This data is from Catalyst prediction with 721,799 reactions and 888 catalyst types from USPTO. The task is: Predict which catalyst facilitates the given reaction. (1) Reactant: [Br:1][C:2]1[CH:7]=[CH:6][C:5]([C@@H:8]([NH2:10])[CH3:9])=[CH:4][CH:3]=1.[C:11]1(=O)[O:16][C:14](=[O:15])[C:13]2=[CH:17][CH:18]=[CH:19][CH:20]=[C:12]12. Product: [Br:1][C:2]1[CH:7]=[CH:6][C:5]([C@@H:8]([N:10]2[C:14](=[O:15])[C:13]3[C:12](=[CH:20][CH:19]=[CH:18][CH:17]=3)[C:11]2=[O:16])[CH3:9])=[CH:4][CH:3]=1. The catalyst class is: 15. (2) Reactant: [C:1]([CH2:4][CH2:5][CH2:6][N:7]([CH3:64])[C@H:8]([C:12]([NH:14][C@H:15]([C:19]([N:21]([C@@H:23]([C@@H:60]([CH3:63])[CH2:61][CH3:62])[C@H:24]([O:58][CH3:59])[CH2:25][C:26]([N:28]1[CH2:32][CH2:31][CH2:30][C@H:29]1[C@H:33]([O:56][CH3:57])[C@@H:34]([CH3:55])[C:35]([NH:37][C@@:38]1([C:47]([N:49]2[CH2:54][CH2:53][CH2:52][CH2:51][O:50]2)=[O:48])[CH2:40][C@@H:39]1[C:41]1[CH:46]=[CH:45][CH:44]=[CH:43][CH:42]=1)=[O:36])=[O:27])[CH3:22])=[O:20])[CH:16]([CH3:18])[CH3:17])=[O:13])[CH:9]([CH3:11])[CH3:10])([OH:3])=O.FC(F)(F)C(O)=O.[NH2:72][CH2:73][CH2:74][N:75]([CH3:88])[C:76](=[O:87])[CH2:77][CH2:78][CH2:79][N:80]1[C:84](=[O:85])[CH:83]=[CH:82][C:81]1=[O:86].F[P-](F)(F)(F)(F)F.N1(OC(N(C)C)=[N+](C)C)C2N=CC=CC=2N=N1.C(N(CC)C(C)C)(C)C. Product: [O:86]=[C:81]1[CH:82]=[CH:83][C:84](=[O:85])[N:80]1[CH2:79][CH2:78][CH2:77][C:76]([N:75]([CH3:88])[CH2:74][CH2:73][NH:72][C:1](=[O:3])[CH2:4][CH2:5][CH2:6][N:7]([CH3:64])[C@H:8]([C:12]([NH:14][C@H:15]([C:19]([N:21]([C@@H:23]([C@@H:60]([CH3:63])[CH2:61][CH3:62])[C@H:24]([O:58][CH3:59])[CH2:25][C:26]([N:28]1[CH2:32][CH2:31][CH2:30][C@H:29]1[C@H:33]([O:56][CH3:57])[C@@H:34]([CH3:55])[C:35]([NH:37][C@@:38]1([C:47]([N:49]2[CH2:54][CH2:53][CH2:52][CH2:51][O:50]2)=[O:48])[CH2:40][C@@H:39]1[C:41]1[CH:46]=[CH:45][CH:44]=[CH:43][CH:42]=1)=[O:36])=[O:27])[CH3:22])=[O:20])[CH:16]([CH3:17])[CH3:18])=[O:13])[CH:9]([CH3:10])[CH3:11])=[O:87]. The catalyst class is: 3.